From a dataset of Forward reaction prediction with 1.9M reactions from USPTO patents (1976-2016). Predict the product of the given reaction. (1) The product is: [Br:8][C:9]([F:16])([F:15])[C:10]([NH:7][CH2:6][C:2]1[O:1][CH:5]=[CH:4][CH:3]=1)=[O:11]. Given the reactants [O:1]1[CH:5]=[CH:4][CH:3]=[C:2]1[CH2:6][NH2:7].[Br:8][C:9]([F:16])([F:15])[C:10](OCC)=[O:11].C([O-])([O-])=O.[K+].[K+], predict the reaction product. (2) Given the reactants [CH3:1][O:2][C:3]1[CH:4]=[CH:5][C:6]2[CH:12]([CH3:13])[CH2:11][N:10](C(=O)C(F)(F)F)[CH2:9][CH2:8][C:7]=2[N:20]=1.C([O-])([O-])=O.[K+].[K+].CCOC(C)=O.C([O-])(O)=O.[Na+], predict the reaction product. The product is: [CH3:1][O:2][C:3]1[CH:4]=[CH:5][C:6]2[CH:12]([CH3:13])[CH2:11][NH:10][CH2:9][CH2:8][C:7]=2[N:20]=1. (3) Given the reactants [Cl:1][C:2]1[CH:7]=[CH:6][CH:5]=[CH:4][C:3]=1[N:8]1[C:12]([O:13][C:14]2[CH:19]=[CH:18][CH:17]=[CH:16][C:15]=2[NH2:20])=[CH:11][C:10]([CH3:21])=[N:9]1.[F:22][C:23]([F:35])([F:34])[O:24][C:25]1[CH:30]=[CH:29][C:28]([N:31]=[C:32]=[O:33])=[CH:27][CH:26]=1.C(N(CC)CC)C, predict the reaction product. The product is: [Cl:1][C:2]1[CH:7]=[CH:6][CH:5]=[CH:4][C:3]=1[N:8]1[C:12]([O:13][C:14]2[CH:19]=[CH:18][CH:17]=[CH:16][C:15]=2[NH:20][C:32]([NH:31][C:28]2[CH:29]=[CH:30][C:25]([O:24][C:23]([F:22])([F:34])[F:35])=[CH:26][CH:27]=2)=[O:33])=[CH:11][C:10]([CH3:21])=[N:9]1. (4) Given the reactants [CH3:1][O:2][C:3]1[CH:4]=[C:5]([NH:11][C:12]2[N:17]=[C:16]([N:18]3[C:22]([CH3:23])=[CH:21][C:20]([C:24]([F:27])([F:26])[F:25])=[N:19]3)[C:15]([C:28]3[CH:29]=[C:30]([C:36](O)=[O:37])[C:31]([O:34][CH3:35])=[N:32][CH:33]=3)=[CH:14][N:13]=2)[CH:6]=[C:7]([O:9][CH3:10])[CH:8]=1.[CH3:39][C:40]1[NH:45][C:44](=[O:46])[NH:43][C:42](=[O:47])[C:41]=1[S:48]([NH2:51])(=[O:50])=[O:49].C(N(CC)CC)C.[I-].ClC1C=CC=C[N+]=1C, predict the reaction product. The product is: [CH3:10][O:9][C:7]1[CH:6]=[C:5]([NH:11][C:12]2[N:17]=[C:16]([N:18]3[C:22]([CH3:23])=[CH:21][C:20]([C:24]([F:26])([F:27])[F:25])=[N:19]3)[C:15]([C:28]3[CH:29]=[C:30]([C:36]([NH:51][S:48]([C:41]4[C:42](=[O:47])[NH:43][C:44](=[O:46])[NH:45][C:40]=4[CH3:39])(=[O:49])=[O:50])=[O:37])[C:31]([O:34][CH3:35])=[N:32][CH:33]=3)=[CH:14][N:13]=2)[CH:4]=[C:3]([O:2][CH3:1])[CH:8]=1.